From a dataset of Full USPTO retrosynthesis dataset with 1.9M reactions from patents (1976-2016). Predict the reactants needed to synthesize the given product. (1) Given the product [OH:15][C:12]1[CH:13]=[CH:14][C:9]([C@@H:6]2[CH2:7][CH2:8][C@@:4]3([CH2:3][CH2:1][NH:2][C:30]3=[O:32])[N:5]2[C:23]([O:25][C:26]([CH3:27])([CH3:28])[CH3:29])=[O:24])=[CH:10][CH:11]=1, predict the reactants needed to synthesize it. The reactants are: [C:1]([CH2:3][C@:4]1([C:30]([O:32]C)=O)[CH2:8][CH2:7][C@@H:6]([C:9]2[CH:14]=[CH:13][C:12]([O:15]CC3C=CC=CC=3)=[CH:11][CH:10]=2)[N:5]1[C:23]([O:25][C:26]([CH3:29])([CH3:28])[CH3:27])=[O:24])#[N:2]. (2) Given the product [OH:28][C:15]1[CH:2]=[CH:3][C:4]([C:5]2([C:7]3[CH:8]=[CH:9][C:21]([OH:25])=[CH:11][CH:12]=3)[O:20][CH2:17][CH2:18][O:19]2)=[CH:13][CH:14]=1, predict the reactants needed to synthesize it. The reactants are: O[C:2]1[C:3](O)=[C:4]([CH:13]=[CH:14][CH:15]=1)[C:5]([C:7]1[CH:12]=[CH:11]C=[CH:9][CH:8]=1)=O.[CH2:17]([OH:20])[CH2:18][OH:19].[CH:21]([O-:25])([O-])OC.C(OCC)(=[O:28])C. (3) Given the product [CH3:13][O:14][C:15]1[CH:16]=[C:17]2[C:21](=[CH:22][CH:23]=1)[N:20]([CH2:11][CH2:10][CH2:9][N:7]1[CH:8]=[C:4]([N+:1]([O-:3])=[O:2])[CH:5]=[N:6]1)[CH2:19][CH2:18]2, predict the reactants needed to synthesize it. The reactants are: [N+:1]([C:4]1[CH:5]=[N:6][N:7]([CH2:9][CH2:10][CH:11]=O)[CH:8]=1)([O-:3])=[O:2].[CH3:13][O:14][C:15]1[CH:16]=[C:17]2[C:21](=[CH:22][CH:23]=1)[NH:20][CH2:19][CH2:18]2.[BH4-].[Na+]. (4) Given the product [CH3:1][N:2]([CH3:29])[C:3]1[CH:4]=[CH:5][C:6]([C:9]2[NH:14][C:13](=[O:15])[C:12]([C:16]([O:18][CH2:19][C:20]3[CH:21]=[CH:22][CH:23]=[CH:24][CH:25]=3)=[O:17])=[C:11]([OH:26])[C:10]=2[CH2:27][OH:28])=[CH:7][CH:8]=1, predict the reactants needed to synthesize it. The reactants are: [CH3:1][N:2]([CH3:29])[C:3]1[CH:8]=[CH:7][C:6]([C:9]2[NH:14][C:13](=[O:15])[C:12]([C:16]([O:18][CH2:19][C:20]3[CH:25]=[CH:24][CH:23]=[CH:22][CH:21]=3)=[O:17])=[C:11]([OH:26])[C:10]=2[CH:27]=[O:28])=[CH:5][CH:4]=1.[BH4-].[Na+].